From a dataset of CYP2C9 inhibition data for predicting drug metabolism from PubChem BioAssay. Regression/Classification. Given a drug SMILES string, predict its absorption, distribution, metabolism, or excretion properties. Task type varies by dataset: regression for continuous measurements (e.g., permeability, clearance, half-life) or binary classification for categorical outcomes (e.g., BBB penetration, CYP inhibition). Dataset: cyp2c9_veith. (1) The molecule is Cn1cccc1C(=O)N1CCC2(CC1)CN(Cc1ccc(C#N)cc1)C2. The result is 0 (non-inhibitor). (2) The drug is O=C(O)CCSCc1ccccc1. The result is 0 (non-inhibitor). (3) The molecule is c1cncc(CNc2ncncc2-c2cccnc2)c1. The result is 0 (non-inhibitor).